The task is: Predict the product of the given reaction.. This data is from Forward reaction prediction with 1.9M reactions from USPTO patents (1976-2016). (1) The product is: [CH3:20][O:19][C:11]1[CH:10]=[C:9]([C:5]2[CH:4]=[C:3]([CH2:2][N:21]3[CH2:26][CH2:25][NH:24][CH2:23][CH2:22]3)[CH:8]=[CH:7][N:6]=2)[CH:14]=[C:13]([O:15][CH3:16])[C:12]=1[O:17][CH3:18]. Given the reactants Cl[CH2:2][C:3]1[CH:8]=[CH:7][N:6]=[C:5]([C:9]2[CH:14]=[C:13]([O:15][CH3:16])[C:12]([O:17][CH3:18])=[C:11]([O:19][CH3:20])[CH:10]=2)[CH:4]=1.[NH:21]1[CH2:26][CH2:25][NH:24][CH2:23][CH2:22]1.C(=O)([O-])[O-].[K+].[K+], predict the reaction product. (2) Given the reactants C([O:3][C:4]([C:6]1[C:15](=[O:16])[C:14]2[C:9](=[CH:10][C:11](Cl)=[N:12][CH:13]=2)[N:8]([C:18]2[CH:19]=[C:20]3[C:24](=[CH:25][CH:26]=2)[CH2:23][CH2:22][CH2:21]3)[CH:7]=1)=O)C.[CH3:27][N:28]1[CH2:33][CH2:32][N:31]([C:34]2[CH:39]=[CH:38][C:37]([NH2:40])=[CH:36][CH:35]=2)[CH2:30][CH2:29]1.C([N:43](CC)CC)C, predict the reaction product. The product is: [CH2:23]1[C:24]2[C:20](=[CH:19][C:18]([N:8]3[C:9]4[C:14](=[CH:13][N:12]=[C:11]([NH:40][C:37]5[CH:38]=[CH:39][C:34]([N:31]6[CH2:30][CH2:29][N:28]([CH3:27])[CH2:33][CH2:32]6)=[CH:35][CH:36]=5)[CH:10]=4)[C:15](=[O:16])[C:6]([C:4]([NH2:43])=[O:3])=[CH:7]3)=[CH:26][CH:25]=2)[CH2:21][CH2:22]1. (3) Given the reactants [Cl:1][C:2]1[CH:7]=[CH:6][CH:5]=[C:4](C)[C:3]=1C.ClC1C=C(C)C(C)=CC=1.[C:19]([O-:22])(=[O:21])[CH3:20].[Na+].[Br-].[Na+].[OH2:26], predict the reaction product. The product is: [Cl:1][C:2]1[CH:7]=[CH:6][CH:5]=[C:20]2[C:19]([O:22][C:4](=[O:26])[C:3]=12)=[O:21]. (4) Given the reactants N[C:2](N)=[O:3].S(=NC(N)=O)(=O)=O.[NH2:12][C:13]1[N:18]=[CH:17][C:16]([N:19]2[C:24](=[O:25])[C:23]3[CH:26]=[C:27]([F:32])[C:28]([NH:30][CH3:31])=[CH:29][C:22]=3[O:21][CH2:20]2)=[CH:15][CH:14]=1.CO[C:35]1[CH:39]=[C:38](C)[S:37][C:36]=1[S:41]([NH:44][C:45](=[O:47])[O-])(=[O:43])=[O:42], predict the reaction product. The product is: [F:32][C:27]1[C:28]([NH:30][CH3:31])=[CH:29][C:22]2[O:21][CH2:20][N:19]([C:16]3[CH:15]=[CH:14][C:13]([NH:12][C:45]([NH:44][S:41]([C:36]4[S:37][C:38]([O:3][CH3:2])=[CH:39][CH:35]=4)(=[O:42])=[O:43])=[O:47])=[N:18][CH:17]=3)[C:24](=[O:25])[C:23]=2[CH:26]=1.